From a dataset of Full USPTO retrosynthesis dataset with 1.9M reactions from patents (1976-2016). Predict the reactants needed to synthesize the given product. (1) Given the product [Cl:8][C:7]1[C:2]([Cl:1])=[C:3]([C:20]2[S:24][C:23]([C:25]([NH:40][NH2:41])=[O:27])=[N:22][C:21]=2[CH2:30][N:31]2[CH2:36][CH2:35][CH2:34][C:33]([F:37])([F:38])[CH2:32]2)[CH:4]=[CH:5][C:6]=1[S:9]([NH:10][C@@H:11]([CH2:16][CH3:17])[C:12]([F:13])([F:14])[F:15])(=[O:19])=[O:18], predict the reactants needed to synthesize it. The reactants are: [Cl:1][C:2]1[C:7]([Cl:8])=[C:6]([S:9](=[O:19])(=[O:18])[NH:10][C@@H:11]([CH2:16][CH3:17])[C:12]([F:15])([F:14])[F:13])[CH:5]=[CH:4][C:3]=1[C:20]1[S:24][C:23]([C:25]([O:27]CC)=O)=[N:22][C:21]=1[CH2:30][N:31]1[CH2:36][CH2:35][CH2:34][C:33]([F:38])([F:37])[CH2:32]1.O.[NH2:40][NH2:41]. (2) Given the product [F:13][C:10]1[CH:9]=[CH:8][C:7]([C:5]2[CH:4]=[CH:14][C:17]([C:18]([O:20][CH2:21][CH3:22])=[O:19])=[C:16]([CH3:23])[N:15]=2)=[CH:12][CH:11]=1, predict the reactants needed to synthesize it. The reactants are: CN([CH:4]([CH3:14])[C:5]([C:7]1[CH:12]=[CH:11][C:10]([F:13])=[CH:9][CH:8]=1)=O)C.[NH2:15]/[C:16](/[CH3:23])=[CH:17]\[C:18]([O:20][CH2:21][CH3:22])=[O:19]. (3) The reactants are: [C:1]([O:5][C:6](=[O:22])[CH2:7][CH2:8][N:9]1[CH2:14][CH2:13][O:12][CH:11]([C:15]2[CH:20]=[CH:19][C:18]([OH:21])=[CH:17][CH:16]=2)[CH2:10]1)([CH3:4])([CH3:3])[CH3:2].C(N(C(C)C)C(C)C)C.[Cl:32][C:33]1[CH:41]=[CH:40][CH:39]=[C:38]([Cl:42])[C:34]=1[C:35](Cl)=[O:36]. Given the product [C:1]([O:5][C:6]([CH2:7][CH2:8][N:9]1[CH2:14][CH2:13][O:12][CH:11]([C:15]2[CH:16]=[CH:17][C:18]([O:21][C:35](=[O:36])[C:34]3[C:33]([Cl:32])=[CH:41][CH:40]=[CH:39][C:38]=3[Cl:42])=[CH:19][CH:20]=2)[CH2:10]1)=[O:22])([CH3:4])([CH3:2])[CH3:3], predict the reactants needed to synthesize it. (4) The reactants are: [C:1](Cl)(=[O:4])[O:2][CH3:3].[NH2:6][C@H:7]1[CH2:12][CH2:11][C@H:10]([NH:13][C:14]2[CH:15]=[C:16]([N:33]([CH:43]3[CH2:45][CH2:44]3)CC3C=CC(OC)=CC=3)[C:17]3[N:18]([C:20]([C:23]([NH:25][C:26]4[CH:31]=[CH:30][N:29]=[CH:28][C:27]=4[F:32])=[O:24])=[CH:21][N:22]=3)[N:19]=2)[CH2:9][CH2:8]1.CCN(C(C)C)C(C)C.C(O)(C(F)(F)F)=O. Given the product [CH:43]1([NH:33][C:16]2[C:17]3[N:18]([C:20]([C:23](=[O:24])[NH:25][C:26]4[CH:31]=[CH:30][N:29]=[CH:28][C:27]=4[F:32])=[CH:21][N:22]=3)[N:19]=[C:14]([NH:13][C@H:10]3[CH2:11][CH2:12][C@H:7]([NH:6][C:1](=[O:4])[O:2][CH3:3])[CH2:8][CH2:9]3)[CH:15]=2)[CH2:44][CH2:45]1, predict the reactants needed to synthesize it. (5) Given the product [CH2:1]([O:3][C:4](=[O:16])[C:5]([CH2:10][PH:11]([CH2:38][OH:39])=[O:13])([O:32][CH2:31][CH3:30])[CH2:6][CH:7]([CH3:8])[CH3:9])[CH3:2], predict the reactants needed to synthesize it. The reactants are: [CH2:1]([O:3][C:4](=[O:16])[CH:5]([CH2:10][PH:11]([O:13]CC)=O)[CH2:6][CH:7]([CH3:9])[CH3:8])[CH3:2].C(N(C(C)C)CC)(C)C.C[Si]([CH:30]([Si](C)(C)C)[C:31](N)=[O:32])(C)C.[CH2:38]=[O:39]. (6) Given the product [Cl:1][C:2]1[CH:10]=[C:9]2[C:5]([CH:6]=[C:7]([C:15]([OH:21])([CH3:20])[CH2:16][S:17][CH2:18][CH3:19])[NH:8]2)=[CH:4][C:3]=1[F:22], predict the reactants needed to synthesize it. The reactants are: [Cl:1][C:2]1[CH:10]=[C:9]2[C:5]([CH:6]=[C:7]([C:15]([OH:21])([CH3:20])[CH2:16][S:17][CH2:18][CH3:19])[N:8]2S(C)(=O)=O)=[CH:4][C:3]=1[F:22].[OH-].[Na+].